From a dataset of Full USPTO retrosynthesis dataset with 1.9M reactions from patents (1976-2016). Predict the reactants needed to synthesize the given product. (1) Given the product [Br:8][C:9]1[CH:15]=[CH:14][C:13]([N+:16]([O-:18])=[O:17])=[CH:12][C:10]=1[NH:11][C:5](=[O:7])[CH3:6], predict the reactants needed to synthesize it. The reactants are: C(O[C:5](=[O:7])[CH3:6])(=O)C.[Br:8][C:9]1[CH:15]=[CH:14][C:13]([N+:16]([O-:18])=[O:17])=[CH:12][C:10]=1[NH2:11].O. (2) Given the product [F:1][C:2]1[CH:7]=[CH:6][C:5]([N+:8]([O-:10])=[O:9])=[CH:4][C:3]=1[C:11]1[C:12]([Si:13]([CH3:15])([CH3:14])[CH3:16])=[CH:19][N:18]=[N:17][CH:22]=1, predict the reactants needed to synthesize it. The reactants are: [F:1][C:2]1[CH:7]=[CH:6][C:5]([N+:8]([O-:10])=[O:9])=[CH:4][C:3]=1[C:11]#[C:12][Si:13]([CH3:16])([CH3:15])[CH3:14].[N:17]1[CH:22]=NN=[CH:19][N:18]=1. (3) Given the product [F:1][C:2]1[CH:3]=[C:4]([CH:7]=[CH:8][C:9]=1[I:10])[C:5]([NH2:6])=[O:12], predict the reactants needed to synthesize it. The reactants are: [F:1][C:2]1[CH:3]=[C:4]([CH:7]=[CH:8][C:9]=1[I:10])[C:5]#[N:6].C([O-])([O-])=[O:12].[K+].[K+].OO. (4) Given the product [Cl-:7].[Cl:7][C:8]1[CH:15]=[CH:14][CH:13]=[CH:12][C:9]=1[CH:10]=[N+:1]1[CH2:6][CH2:5][CH2:4][CH2:3][CH2:2]1, predict the reactants needed to synthesize it. The reactants are: [NH:1]1[CH2:6][CH2:5][CH2:4][CH2:3][CH2:2]1.[Cl:7][C:8]1[CH:15]=[CH:14][CH:13]=[CH:12][C:9]=1[CH:10]=O.C(Cl)(=O)C. (5) Given the product [I:16][C:7]1[CH:8]=[CH:9][C:10]([O:12][CH2:13][CH2:14][CH3:15])=[CH:11][C:6]=1[C:5]([NH2:21])=[O:4], predict the reactants needed to synthesize it. The reactants are: [OH-].[Na+].C[O:4][C:5](=O)[C:6]1[CH:11]=[C:10]([O:12][CH2:13][CH2:14][CH3:15])[CH:9]=[CH:8][C:7]=1[I:16].Cl.C1N=C[N:21](C(N2C=NC=C2)=O)C=1.N. (6) Given the product [Cl:1][C:2]1[N:3]=[C:4]([C:22]#[N:23])[CH:5]=[C:6]([CH3:8])[CH:7]=1, predict the reactants needed to synthesize it. The reactants are: [Cl:1][C:2]1[CH:7]=[C:6]([CH3:8])[CH:5]=[CH:4][N+:3]=1[O-].S(OC)(OC)(=O)=O.C(OCC)C.[C-:22]#[N:23].[Na+]. (7) Given the product [Cl:15][C:9]1[C:8]2[C:13](=[CH:14][C:5]([OH:4])=[CH:6][C:7]=2[O:16][CH:17]2[CH2:21][CH2:20][CH2:19][CH2:18]2)[N:12]=[CH:11][N:10]=1, predict the reactants needed to synthesize it. The reactants are: C([O:4][C:5]1[CH:14]=[C:13]2[C:8]([C:9]([Cl:15])=[N:10][CH:11]=[N:12]2)=[C:7]([O:16][CH:17]2[CH2:21][CH2:20][CH2:19][CH2:18]2)[CH:6]=1)(=O)C.